This data is from hERG Central: cardiac toxicity at 1µM, 10µM, and general inhibition. The task is: Predict hERG channel inhibition at various concentrations. (1) Results: hERG_inhib (hERG inhibition (general)): blocker. The molecule is O=C(C1CC(=O)N(c2ccccc2)C1)N1CCN(c2ccc(F)cc2)CC1. (2) The compound is COc1cccc(NC(=S)N(CCCN2CCCC(C)C2)Cc2cccs2)c1. Results: hERG_inhib (hERG inhibition (general)): blocker. (3) The molecule is CCCNC(=O)C1(CC2CC(c3ccccc3)=NO2)CCN(C(=O)Cc2ccc(F)cc2)CC1. Results: hERG_inhib (hERG inhibition (general)): blocker. (4) The molecule is O=C(CSc1nc2nn(-c3ccccc3)c(=O)c-2c2n1CCCCC2)Nc1ccc(F)cc1F. Results: hERG_inhib (hERG inhibition (general)): blocker. (5) The compound is O=C1C2ON(c3ccccc3)C(c3cccnc3)C2C(=O)N1Cc1ccccc1. Results: hERG_inhib (hERG inhibition (general)): blocker. (6) The molecule is CCOc1ccc(CN2CCN(Cc3ccon3)CC2CCO)cc1. Results: hERG_inhib (hERG inhibition (general)): blocker. (7) The drug is Cc1ccc(-n2cccn2)c([C@@H]2C[C@H]3CN(C)C(=O)[C@]34CCCN24)c1. Results: hERG_inhib (hERG inhibition (general)): blocker. (8) The molecule is CN1CCN(C(CNS(=O)(=O)c2ccc(Cl)cc2)c2cccnc2)CC1. Results: hERG_inhib (hERG inhibition (general)): blocker. (9) The drug is CCc1ccc(OCC(=O)N2CCN(CC(=O)Nc3ccccc3Cl)CC2)cc1. Results: hERG_inhib (hERG inhibition (general)): blocker.